The task is: Predict the reaction yield, written as a fraction of the theoretical maximum amount of product (1.0 means a 100% yield; for example, 0.34 means a 34% yield).. This data is from Reaction yield outcomes from USPTO patents with 853,638 reactions. (1) The reactants are NOS(O)(=O)=O.[C:7]1(=[O:15])[CH2:14][CH2:13][CH2:12][CH2:11][CH2:10][CH2:9][CH2:8]1.[Cl-].[NH4+:17].O. The catalyst is C(O)=O. The product is [C:7]1(=[O:15])[CH2:8][CH2:9][CH2:10][CH2:11][CH2:12][CH2:13][CH2:14][NH:17]1. The yield is 0.650. (2) The reactants are [CH3:1][O-:2].[Na+].Cl[C:5]1[N:10]=[C:9]([Cl:11])[C:8]([N+:12]([O-:14])=[O:13])=[C:7]([CH3:15])[N:6]=1. The catalyst is CO.O. The product is [Cl:11][C:9]1[C:8]([N+:12]([O-:14])=[O:13])=[C:7]([CH3:15])[N:6]=[C:5]([O:2][CH3:1])[N:10]=1. The yield is 0.250. (3) The reactants are [NH2:1][C:2]1[C:3]2[S:10][CH:9]=[C:8]([C:11]([NH:13][C:14]3[C:23]([CH3:24])=[CH:22][CH:21]=[C:20]4[C:15]=3[CH:16]=[CH:17][N:18]=[C:19]4[NH:25][C:26]3[CH:34]=[C:33]4[C:29]([CH:30]=[N:31][N:32]4C(OC(C)(C)C)=O)=[CH:28][CH:27]=3)=[O:12])[C:4]=2[N:5]=[CH:6][N:7]=1.[ClH:42]. The catalyst is C(OCC)(=O)C. The product is [ClH:42].[NH:32]1[C:33]2[C:29](=[CH:28][CH:27]=[C:26]([NH:25][C:19]3[C:20]4[C:15](=[C:14]([NH:13][C:11]([C:8]5[C:4]6[N:5]=[CH:6][N:7]=[C:2]([NH2:1])[C:3]=6[S:10][CH:9]=5)=[O:12])[C:23]([CH3:24])=[CH:22][CH:21]=4)[CH:16]=[CH:17][N:18]=3)[CH:34]=2)[CH:30]=[N:31]1. The yield is 0.900. (4) The reactants are C(OC([N:8]1[CH2:12][CH2:11][CH2:10][C@@H:9]1[CH2:13][NH:14][C:15]1[CH:20]=[CH:19][C:18]([CH2:21][C:22]2[CH:27]=[CH:26][CH:25]=[CH:24][CH:23]=2)=[CH:17][CH:16]=1)=O)(C)(C)C.Cl. The catalyst is O1CCOCC1. The product is [CH2:21]([C:18]1[CH:19]=[CH:20][C:15]([NH:14][CH2:13][C@H:9]2[CH2:10][CH2:11][CH2:12][NH:8]2)=[CH:16][CH:17]=1)[C:22]1[CH:23]=[CH:24][CH:25]=[CH:26][CH:27]=1. The yield is 0.840. (5) The reactants are [CH2:1]([O:8][C:9]1[CH:14]=[C:13]([Cl:15])[CH:12]=[CH:11][C:10]=1[C:16]1[N:20]=[C:19]([C:21](OCC)=[O:22])[S:18][N:17]=1)[C:2]1[CH:7]=[CH:6][CH:5]=[CH:4][CH:3]=1.[BH4-].[Na+]. The catalyst is CCO. The product is [CH2:1]([O:8][C:9]1[CH:14]=[C:13]([Cl:15])[CH:12]=[CH:11][C:10]=1[C:16]1[N:20]=[C:19]([CH2:21][OH:22])[S:18][N:17]=1)[C:2]1[CH:3]=[CH:4][CH:5]=[CH:6][CH:7]=1. The yield is 0.880. (6) The reactants are [C:1](OC(=O)C)(=[O:3])[CH3:2].[CH3:8][C:9]1[CH:14]=[CH:13][C:12]([N+:15]([O-:17])=[O:16])=[CH:11][C:10]=1[OH:18].[OH-].[Na+]. No catalyst specified. The product is [C:1]([O:18][C:10]1[CH:11]=[C:12]([N+:15]([O-:17])=[O:16])[CH:13]=[CH:14][C:9]=1[CH3:8])(=[O:3])[CH3:2]. The yield is 1.00. (7) The yield is 0.715. The product is [Br:23][C:24]1[CH:39]=[C:38]2[C:27]([CH2:28][C:29]([CH3:41])([CH3:40])[CH2:30][C:31]32[CH2:36][CH2:35][S:34][C:33]([NH:37][C:9](=[O:10])[O:11][C:12]([CH3:13])([CH3:14])[CH3:15])=[N:32]3)=[CH:26][CH:25]=1. The reactants are [C:9](O[C:9]([O:11][C:12]([CH3:15])([CH3:14])[CH3:13])=[O:10])([O:11][C:12]([CH3:15])([CH3:14])[CH3:13])=[O:10].C(N(CC)CC)C.[Br:23][C:24]1[CH:39]=[C:38]2[C:27]([CH2:28][C:29]([CH3:41])([CH3:40])[CH2:30][C:31]32[CH2:36][CH2:35][S:34][C:33]([NH2:37])=[N:32]3)=[CH:26][CH:25]=1.C1COCC1. The catalyst is O.